From a dataset of Kir2.1 potassium channel HTS with 301,493 compounds. Binary Classification. Given a drug SMILES string, predict its activity (active/inactive) in a high-throughput screening assay against a specified biological target. (1) The molecule is O(CCCNCc1ccccc1)c1c(ccc(c1)C)C. The result is 1 (active). (2) The drug is s1c(CC(=O)N)ccc1C(=O)c1ccccc1. The result is 0 (inactive).